From a dataset of Forward reaction prediction with 1.9M reactions from USPTO patents (1976-2016). Predict the product of the given reaction. (1) Given the reactants [C:1]([C:5]1[CH:44]=[CH:43][C:8]([C:9]([NH:11][C@@H:12]([CH2:17][C:18]2[CH:23]=[CH:22][C:21]([C:24]3[N:28]=[C:27]([C:29]4[CH:34]=[CH:33][C:32]([O:35][CH2:36][CH2:37][CH2:38][CH2:39][CH2:40][CH2:41][CH3:42])=[CH:31][CH:30]=4)[O:26][N:25]=3)=[CH:20][CH:19]=2)[C:13]([O:15]C)=[O:14])=[O:10])=[CH:7][CH:6]=1)([CH3:4])([CH3:3])[CH3:2].[OH-].[Na+], predict the reaction product. The product is: [C:1]([C:5]1[CH:44]=[CH:43][C:8]([C:9]([NH:11][C@@H:12]([CH2:17][C:18]2[CH:23]=[CH:22][C:21]([C:24]3[N:28]=[C:27]([C:29]4[CH:30]=[CH:31][C:32]([O:35][CH2:36][CH2:37][CH2:38][CH2:39][CH2:40][CH2:41][CH3:42])=[CH:33][CH:34]=4)[O:26][N:25]=3)=[CH:20][CH:19]=2)[C:13]([OH:15])=[O:14])=[O:10])=[CH:7][CH:6]=1)([CH3:3])([CH3:2])[CH3:4]. (2) Given the reactants [Br:1][C:2]1[S:6][C:5]([C:7](=[O:13])[CH2:8][C:9]([O:11][CH3:12])=[O:10])=[CH:4][CH:3]=1.[Cl:14][C:15]1[CH:16]=[C:17]([CH:20]=[CH:21][C:22]=1[Cl:23])[CH:18]=O.N1CCCCC1.C(O)(=O)C, predict the reaction product. The product is: [Br:1][C:2]1[S:6][C:5]([C:7](/[C:8](=[CH:18]/[C:17]2[CH:20]=[CH:21][C:22]([Cl:23])=[C:15]([Cl:14])[CH:16]=2)/[C:9]([O:11][CH3:12])=[O:10])=[O:13])=[CH:4][CH:3]=1.